From a dataset of Forward reaction prediction with 1.9M reactions from USPTO patents (1976-2016). Predict the product of the given reaction. (1) The product is: [O:11]=[C:9]([CH3:10])[CH2:8][C:3]1[CH:4]=[CH:5][CH:6]=[CH:7][C:2]=1[O:1][C:18](=[O:25])[C:19]1[CH:24]=[CH:23][CH:22]=[CH:21][CH:20]=1. Given the reactants [OH:1][C:2]1[CH:7]=[CH:6][CH:5]=[CH:4][C:3]=1[CH2:8][C:9](=[O:11])[CH3:10].N1C=CC=CC=1.[C:18](Cl)(=[O:25])[C:19]1[CH:24]=[CH:23][CH:22]=[CH:21][CH:20]=1, predict the reaction product. (2) Given the reactants [Cl:1][C:2]1[CH:7]=[C:6]([C:8]([F:11])([F:10])[F:9])[CH:5]=[CH:4][C:3]=1/[CH:12]=[CH:13]/[N+:14]([O-])=O.[H-].[H-].[H-].[H-].[Li+].[Al+3], predict the reaction product. The product is: [Cl:1][C:2]1[CH:7]=[C:6]([C:8]([F:10])([F:11])[F:9])[CH:5]=[CH:4][C:3]=1[CH2:12][CH2:13][NH2:14]. (3) Given the reactants Cl[C:2]1[CH:7]=[CH:6][C:5]([CH2:8][C:9]([O:11][CH3:12])=[O:10])=[CH:4][C:3]=1[O:13][C:14]([F:17])([F:16])[F:15].[CH3:18][N:19](C)C(=O)C, predict the reaction product. The product is: [C:18]([C:2]1[CH:7]=[CH:6][C:5]([CH2:8][C:9]([O:11][CH3:12])=[O:10])=[CH:4][C:3]=1[O:13][C:14]([F:17])([F:16])[F:15])#[N:19]. (4) The product is: [CH3:31][C:26]1[CH:25]=[C:24]([NH:23][C:22]([C:20]2[CH:19]=[CH:18][C:16]3[NH:17][C:13]([C:9]4[C:8]([CH3:33])=[CH:7][C:6]([NH:5][CH2:4][C:3]([OH:34])=[O:2])=[CH:11][C:10]=4[CH3:12])=[N:14][C:15]=3[CH:21]=2)=[O:32])[CH:29]=[CH:28][C:27]=1[CH3:30]. Given the reactants C[O:2][C:3](=[O:34])[CH2:4][NH:5][C:6]1[CH:11]=[C:10]([CH3:12])[C:9]([C:13]2[NH:17][C:16]3[CH:18]=[CH:19][C:20]([C:22](=[O:32])[NH:23][C:24]4[CH:29]=[CH:28][C:27]([CH3:30])=[C:26]([CH3:31])[CH:25]=4)=[CH:21][C:15]=3[N:14]=2)=[C:8]([CH3:33])[CH:7]=1.[OH-].[Na+], predict the reaction product. (5) Given the reactants CN(C(ON1N=N[C:11]2C=CC=N[C:10]1=2)=[N+](C)C)C.F[P-](F)(F)(F)(F)F.[Br:25][C:26]1[CH:27]=[C:28]([NH:33][CH2:34][CH3:35])[C:29]([NH2:32])=[CH:30][CH:31]=1.[CH:36](N(CC)C(C)C)(C)[CH3:37].C1(C(O)=O)CC1, predict the reaction product. The product is: [Br:25][C:26]1[CH:31]=[CH:30][C:29]2[N:32]=[C:34]([CH:35]3[CH2:11][CH2:10]3)[N:33]([CH2:36][CH3:37])[C:28]=2[CH:27]=1. (6) Given the reactants [C:1]([C:5]1[CH:6]=[C:7]([C:15]2[CH:16]=[C:17]([C:28]([O:30][CH3:31])=[O:29])[N:18]([CH3:27])[C:19]=2[CH2:20][CH:21]2[CH2:26][CH2:25][CH2:24][CH2:23][CH2:22]2)[CH:8]=[C:9]([C:11]2([CH3:14])[CH2:13][CH2:12]2)[CH:10]=1)([CH3:4])([CH3:3])[CH3:2].C1C(=O)N([Cl:39])C(=O)C1, predict the reaction product. The product is: [C:1]([C:5]1[CH:6]=[C:7]([C:15]2[C:16]([Cl:39])=[C:17]([C:28]([O:30][CH3:31])=[O:29])[N:18]([CH3:27])[C:19]=2[CH2:20][CH:21]2[CH2:22][CH2:23][CH2:24][CH2:25][CH2:26]2)[CH:8]=[C:9]([C:11]2([CH3:14])[CH2:13][CH2:12]2)[CH:10]=1)([CH3:2])([CH3:3])[CH3:4].